From a dataset of Forward reaction prediction with 1.9M reactions from USPTO patents (1976-2016). Predict the product of the given reaction. (1) Given the reactants C[Si](C)(C)[N-][Si](C)(C)C.[Li+].[CH3:11][O:12][C:13](=[O:17])[CH2:14][CH2:15][OH:16].[CH2:18](Br)[C:19]1[CH:24]=[CH:23][CH:22]=[CH:21][CH:20]=1.[Cl-].[NH4+], predict the reaction product. The product is: [CH3:11][O:12][C:13](=[O:17])[CH:14]([CH2:15][OH:16])[CH2:18][C:19]1[CH:24]=[CH:23][CH:22]=[CH:21][CH:20]=1. (2) Given the reactants [Br:1][C:2]1[CH:7]=[C:6]([CH3:8])[C:5]([C:9]2[C:10](=[O:16])[CH2:11][CH2:12][C:13]=2[O:14][CH3:15])=[C:4]([CH2:17][CH3:18])[CH:3]=1.C([N-]C(C)C)(C)C.[Li+].[N+:27]([CH:30]=[CH2:31])([O-:29])=[O:28], predict the reaction product. The product is: [Br:1][C:2]1[CH:7]=[C:6]([CH3:8])[C:5]([C:9]2[C:10](=[O:16])[CH:11]([CH2:31][CH2:30][N+:27]([O-:29])=[O:28])[CH2:12][C:13]=2[O:14][CH3:15])=[C:4]([CH2:17][CH3:18])[CH:3]=1.